Dataset: Peptide-MHC class I binding affinity with 185,985 pairs from IEDB/IMGT. Task: Regression. Given a peptide amino acid sequence and an MHC pseudo amino acid sequence, predict their binding affinity value. This is MHC class I binding data. (1) The peptide sequence is FDYLELDTI. The MHC is Patr-B2401 with pseudo-sequence Patr-B2401. The binding affinity (normalized) is 0.835. (2) The peptide sequence is TSAYLVSIF. The MHC is H-2-Kb with pseudo-sequence H-2-Kb. The binding affinity (normalized) is 0.484. (3) The peptide sequence is VSSHKGWAK. The MHC is HLA-A02:16 with pseudo-sequence HLA-A02:16. The binding affinity (normalized) is 0.0847. (4) The peptide sequence is RQADILRQF. The MHC is HLA-B27:05 with pseudo-sequence HLA-B27:05. The binding affinity (normalized) is 0.555.